From a dataset of Reaction yield outcomes from USPTO patents with 853,638 reactions. Predict the reaction yield, written as a fraction of the theoretical maximum amount of product (1.0 means a 100% yield; for example, 0.34 means a 34% yield). (1) The reactants are [Br:1][C:2]1[CH:3]=[C:4]([NH2:9])[C:5]([Cl:8])=[N:6][CH:7]=1.C(N(C(C)C)CC)(C)C.[CH3:19][S:20](Cl)(=[O:22])=[O:21].C(=O)([O-])[O-].[K+].[K+].C(O)(=O)CC(CC(O)=O)(C(O)=O)O. The catalyst is ClCCl.O. The product is [Br:1][C:2]1[CH:3]=[C:4]([NH:9][S:20]([CH3:19])(=[O:22])=[O:21])[C:5]([Cl:8])=[N:6][CH:7]=1. The yield is 0.380. (2) The reactants are [ClH:1].[CH2:2]([C:5]1[N:6]=[C:7]([NH2:10])[NH:8][CH:9]=1)[C:3]#[CH:4].[N:11]([CH2:14][C:15]1[CH:19]=[CH:18][S:17][CH:16]=1)=[N+:12]=[N-:13]. No catalyst specified. The product is [ClH:1].[S:17]1[CH:18]=[CH:19][C:15]([CH2:14][N:11]2[CH:4]=[C:3]([CH2:2][C:5]3[N:6]=[C:7]([NH2:10])[NH:8][CH:9]=3)[N:13]=[N:12]2)=[CH:16]1. The yield is 0.440. (3) The reactants are C[C:2]1[C:9]([OH:10])=[C:8]([O:11][C:12]2[CH:17]=[CH:16][C:15]([B:18]3[O:22][C:21](C)(C)C(C)(C)[O:19]3)=[C:14](C=O)[CH:13]=2)[CH:7]=[CH:6][C:3]=1[C:4]#[N:5].[BH4-].[Na+]. The catalyst is CO. The product is [C:4]([C:3]1[CH:6]=[CH:7][C:8]([O:11][C:12]2[CH:13]=[CH:14][C:15]3[B:18]([OH:19])[O:22][CH2:21][C:16]=3[CH:17]=2)=[C:9]([OH:10])[CH:2]=1)#[N:5]. The yield is 0.630. (4) The reactants are [CH:1]([C:4]1[CH:9]=[CH:8][C:7]([CH:10]2[C:14]3[C:15]([CH3:34])=[C:16]([NH:21][C:22]([C:24]4[CH:33]=[CH:32][C:27]([C:28]([O:30]C)=[O:29])=[CH:26][CH:25]=4)=[O:23])[C:17]([CH3:20])=[C:18]([CH3:19])[C:13]=3[O:12][C:11]2([CH3:36])[CH3:35])=[CH:6][CH:5]=1)([CH3:3])[CH3:2].O1CCCC1.[OH-].[Na+]. The catalyst is CO. The product is [CH:1]([C:4]1[CH:5]=[CH:6][C:7]([CH:10]2[C:14]3[C:15]([CH3:34])=[C:16]([NH:21][C:22]([C:24]4[CH:25]=[CH:26][C:27]([C:28]([OH:30])=[O:29])=[CH:32][CH:33]=4)=[O:23])[C:17]([CH3:20])=[C:18]([CH3:19])[C:13]=3[O:12][C:11]2([CH3:36])[CH3:35])=[CH:8][CH:9]=1)([CH3:3])[CH3:2]. The yield is 0.600. (5) The reactants are [CH3:1][N:2]([CH:12]1[CH:17]([CH3:18])CCN[CH2:13]1)[C:3]1[C:4]2[CH:11]=[CH:10][NH:9][C:5]=2[N:6]=[CH:7][N:8]=1.[C:19](Cl)(=[O:21])[CH3:20].Cl[CH2:24]Cl.[N:26]1C=CC=C[CH:27]=1. The product is [CH3:1][N:2]([C:3]1[N:8]([CH3:24])[CH2:7][N:6]=[C:5]2[NH:9][CH:10]=[CH:11][C:4]=12)[CH:12]1[CH2:13][CH2:27][N:26]([C:19](=[O:21])[CH3:20])[CH2:18][CH2:17]1. No catalyst specified. The yield is 0.150. (6) The reactants are [Cl:1][C:2]1[CH:3]=[C:4]([N:9]2[C:13](=[O:14])[C@@:12]([CH3:27])([CH2:15][C:16]3[CH:21]=[CH:20][C:19]([O:22][C:23]([F:26])([F:25])[F:24])=[CH:18][CH:17]=3)[N:11]3[CH:28]=[CH:29][N:30]=[C:10]23)[CH:5]=[C:6]([Cl:8])[CH:7]=1.[I:31]N1C(=O)CCC1=O.C1(C)C=CC(S([O-])(=O)=O)=CC=1.[NH+]1C=CC=CC=1. The catalyst is C1COCC1.CCOC(C)=O. The product is [Cl:8][C:6]1[CH:5]=[C:4]([N:9]2[C:13](=[O:14])[C@@:12]([CH3:27])([CH2:15][C:16]3[CH:17]=[CH:18][C:19]([O:22][C:23]([F:26])([F:24])[F:25])=[CH:20][CH:21]=3)[N:11]3[C:28]([I:31])=[CH:29][N:30]=[C:10]23)[CH:3]=[C:2]([Cl:1])[CH:7]=1. The yield is 0.650.